Dataset: Reaction yield outcomes from USPTO patents with 853,638 reactions. Task: Predict the reaction yield, written as a fraction of the theoretical maximum amount of product (1.0 means a 100% yield; for example, 0.34 means a 34% yield). (1) The reactants are [CH3:1][C:2]1[N:3]=[C:4]([CH2:24][CH2:25][CH3:26])[N:5]([CH2:9][C:10]2[CH:15]=[CH:14][C:13]([C:16]3[C:17]([C:22]#[N:23])=[CH:18][CH:19]=[CH:20][CH:21]=3)=[CH:12][CH:11]=2)[C:6](=[O:8])[CH:7]=1.C([O-])(=O)C.[Na+].[Br:32]Br. The catalyst is C(O)(=O)C.C(OCC)(=O)C. The product is [Br:32][C:7]1[C:6](=[O:8])[N:5]([CH2:9][C:10]2[CH:15]=[CH:14][C:13]([C:16]3[C:17]([C:22]#[N:23])=[CH:18][CH:19]=[CH:20][CH:21]=3)=[CH:12][CH:11]=2)[C:4]([CH2:24][CH2:25][CH3:26])=[N:3][C:2]=1[CH3:1]. The yield is 0.640. (2) The reactants are COC1C=C(OC)C=CC=1C[N:6]([C:30]1[CH:35]=[CH:34][N:33]=[CH:32][N:31]=1)[S:7]([C:10]1[CH:15]=[C:14]([CH3:16])[C:13]([O:17][C@H:18]2[CH2:22][CH2:21][CH2:20][C@@H:19]2[C:23]2[N:27]([CH3:28])[N:26]=[CH:25][CH:24]=2)=[CH:12][C:11]=1[F:29])(=[O:9])=[O:8].C([SiH](CC)CC)C.FC(F)(F)C(O)=O. The catalyst is ClCCl. The product is [F:29][C:11]1[CH:12]=[C:13]([O:17][C@H:18]2[CH2:22][CH2:21][CH2:20][C@@H:19]2[C:23]2[N:27]([CH3:28])[N:26]=[CH:25][CH:24]=2)[C:14]([CH3:16])=[CH:15][C:10]=1[S:7]([NH:6][C:30]1[CH:35]=[CH:34][N:33]=[CH:32][N:31]=1)(=[O:8])=[O:9]. The yield is 0.980.